Dataset: Full USPTO retrosynthesis dataset with 1.9M reactions from patents (1976-2016). Task: Predict the reactants needed to synthesize the given product. Given the product [N+:11]([C:8]1[CH:7]=[CH:6][C:5]([CH:4]([CH3:15])[C:3]([O:2][CH3:1])=[O:14])=[CH:10][CH:9]=1)([O-:13])=[O:12], predict the reactants needed to synthesize it. The reactants are: [CH3:1][O:2][C:3](=[O:14])[CH2:4][C:5]1[CH:10]=[CH:9][C:8]([N+:11]([O-:13])=[O:12])=[CH:7][CH:6]=1.[CH2:15]1OCCOCCOCCOCCOCCOC1.CI.[H-].[Na+].